This data is from Full USPTO retrosynthesis dataset with 1.9M reactions from patents (1976-2016). The task is: Predict the reactants needed to synthesize the given product. (1) Given the product [Cl:22][C:23]1[CH:30]=[CH:29][C:28]([C:31]2[CH:36]=[CH:35][N:34]=[CH:33][CH:32]=2)=[CH:27][C:24]=1[CH:25]([C:2]1[CH:7]=[N:6][C:5]([NH:8][C:9]2[CH:14]=[CH:13][C:12]([F:15])=[CH:11][C:10]=2[F:16])=[CH:4][CH:3]=1)[OH:26], predict the reactants needed to synthesize it. The reactants are: Br[C:2]1[CH:3]=[CH:4][C:5]([NH:8][C:9]2[CH:14]=[CH:13][C:12]([F:15])=[CH:11][C:10]=2[F:16])=[N:6][CH:7]=1.[Li]CCCC.[Cl:22][C:23]1[CH:30]=[CH:29][C:28]([C:31]2[CH:36]=[CH:35][N:34]=[CH:33][CH:32]=2)=[CH:27][C:24]=1[CH:25]=[O:26]. (2) The reactants are: [CH2:1]([O:8][C:9]([NH:11][C@@H:12]1[CH2:17][CH2:16][N:15]([CH2:18][CH2:19][OH:20])[CH2:14][C@H:13]1[C:21]([O:23][CH3:24])=[O:22])=[O:10])[C:2]1[CH:7]=[CH:6][CH:5]=[CH:4][CH:3]=1.[CH3:25][S:26](Cl)(=[O:28])=[O:27].C(N(CC)CC)C.CS(OCCN1CCC(NC(OC(C)(C)C)=O)CC1)(=O)=O. Given the product [CH2:1]([O:8][C:9]([NH:11][C@@H:12]1[CH2:17][CH2:16][N:15]([CH2:18][CH2:19][O:20][S:26]([CH3:25])(=[O:28])=[O:27])[CH2:14][C@H:13]1[C:21]([O:23][CH3:24])=[O:22])=[O:10])[C:2]1[CH:7]=[CH:6][CH:5]=[CH:4][CH:3]=1, predict the reactants needed to synthesize it. (3) The reactants are: [NH2:1][CH2:2][C@H:3]1[O:8][CH2:7][CH2:6][N:5]([CH2:9][CH:10]([C:12]2[C:21]3[C:16](=[CH:17][CH:18]=[C:19]([O:22][CH3:23])[N:20]=3)[N:15]=[CH:14][C:13]=2[F:24])[OH:11])[CH2:4]1.O=[C:26]1[CH2:31][S:30][C:29]2[CH:32]=[CH:33][C:34]([CH:36]=O)=[N:35][C:28]=2[NH:27]1. Given the product [F:24][C:13]1[CH:14]=[N:15][C:16]2[C:21]([C:12]=1[CH:10]([OH:11])[CH2:9][N:5]1[CH2:6][CH2:7][O:8][C@H:3]([CH2:2][NH:1][CH2:36][C:34]3[CH:33]=[CH:32][C:29]4[S:30][CH2:31][CH:26]=[N:27][C:28]=4[N:35]=3)[CH2:4]1)=[N:20][C:19]([O:22][CH3:23])=[CH:18][CH:17]=2, predict the reactants needed to synthesize it. (4) Given the product [CH2:20]([O:27][C:9]1[N:8]=[C:7]([NH:6][CH2:5][C:4]2[CH:14]=[CH:15][C:16]([O:18][CH3:19])=[CH:17][C:3]=2[O:2][CH3:1])[CH:12]=[CH:11][N:10]=1)[C:21]1[CH:26]=[CH:25][CH:24]=[CH:23][CH:22]=1, predict the reactants needed to synthesize it. The reactants are: [CH3:1][O:2][C:3]1[CH:17]=[C:16]([O:18][CH3:19])[CH:15]=[CH:14][C:4]=1[CH2:5][NH:6][C:7]1[CH:12]=[CH:11][N:10]=[C:9](F)[N:8]=1.[CH2:20]([OH:27])[C:21]1[CH:26]=[CH:25][CH:24]=[CH:23][CH:22]=1.[H-].[Na+].[Cl-].[NH4+]. (5) Given the product [NH2:10][CH2:11][C:12]1([C:18]([NH:20][C:21]2[CH:26]=[CH:25][C:24]([F:27])=[CH:23][N:22]=2)=[O:19])[CH2:13][CH2:14][N:15]([C:29]2[C:30]3[CH:37]=[CH:36][NH:35][C:31]=3[N:32]=[CH:33][N:34]=2)[CH2:16][CH2:17]1, predict the reactants needed to synthesize it. The reactants are: C(N(C(C)C)C(C)C)C.[NH2:10][CH2:11][C:12]1([C:18]([NH:20][C:21]2[CH:26]=[CH:25][C:24]([F:27])=[CH:23][N:22]=2)=[O:19])[CH2:17][CH2:16][NH:15][CH2:14][CH2:13]1.Cl[C:29]1[C:30]2[CH:37]=[CH:36][NH:35][C:31]=2[N:32]=[CH:33][N:34]=1.